From a dataset of Full USPTO retrosynthesis dataset with 1.9M reactions from patents (1976-2016). Predict the reactants needed to synthesize the given product. (1) Given the product [C:18]([NH:17][C@@H:16]([CH2:26][C:27]1[CH:32]=[CH:31][CH:30]=[CH:29][CH:28]=1)[C:15](=[O:14])[CH2:1][P:2](=[O:7])([O:5][CH3:6])[O:3][CH3:4])(=[O:25])[C:19]1[CH:20]=[CH:21][CH:22]=[CH:23][CH:24]=1, predict the reactants needed to synthesize it. The reactants are: [CH3:1][P:2](=[O:7])([O:5][CH3:6])[O:3][CH3:4].[Li]CCCC.C[O:14][C:15](=O)[C@H:16]([CH2:26][C:27]1[CH:32]=[CH:31][CH:30]=[CH:29][CH:28]=1)[NH:17][C:18](=[O:25])[C:19]1[CH:24]=[CH:23][CH:22]=[CH:21][CH:20]=1.CC(O)=O. (2) Given the product [NH:1]1[C:9]2[C:4](=[CH:5][CH:6]=[CH:7][CH:8]=2)[C:3]([CH2:10][CH2:11][NH:12][C:13]([CH:15]([CH2:22][CH2:23][C:24]2[CH:25]=[CH:26][CH:27]=[CH:28][CH:29]=2)[CH2:16][C:17]([OH:19])=[O:18])=[O:14])=[CH:2]1, predict the reactants needed to synthesize it. The reactants are: [NH:1]1[C:9]2[C:4](=[CH:5][CH:6]=[CH:7][CH:8]=2)[C:3]([CH2:10][CH2:11][NH:12][C:13]([CH:15]([CH2:22][CH2:23][C:24]2[CH:29]=[CH:28][CH:27]=[CH:26][CH:25]=2)[CH2:16][C:17]([O:19]CC)=[O:18])=[O:14])=[CH:2]1.[Li]. (3) Given the product [CH3:29][O:30][C:31]1[CH:36]=[CH:35][CH:34]=[CH:33][C:32]=1[CH2:37][C:38]([N:16]([C:13]1[CH:14]=[N:15][C:10]([O:9][CH3:8])=[CH:11][CH:12]=1)[CH2:17][CH2:18][C:19]1[CH:24]=[CH:23][C:22]([C:25]([F:28])([F:27])[F:26])=[CH:21][CH:20]=1)=[O:39], predict the reactants needed to synthesize it. The reactants are: C(O)(C(F)(F)F)=O.[CH3:8][O:9][C:10]1[N:15]=[CH:14][C:13]([NH:16][CH2:17][CH2:18][C:19]2[CH:24]=[CH:23][C:22]([C:25]([F:28])([F:27])[F:26])=[CH:21][CH:20]=2)=[CH:12][CH:11]=1.[CH3:29][O:30][C:31]1[CH:36]=[CH:35][CH:34]=[CH:33][C:32]=1[CH2:37][C:38](O)=[O:39].